The task is: Regression/Classification. Given a drug SMILES string, predict its absorption, distribution, metabolism, or excretion properties. Task type varies by dataset: regression for continuous measurements (e.g., permeability, clearance, half-life) or binary classification for categorical outcomes (e.g., BBB penetration, CYP inhibition). Dataset: cyp2c9_veith.. This data is from CYP2C9 inhibition data for predicting drug metabolism from PubChem BioAssay. (1) The drug is O=C(N/N=C\c1cccc(O)c1)c1ccncc1. The result is 0 (non-inhibitor). (2) The drug is CSc1n[nH]c(-c2sccc2OCc2ccc(C)cc2)n1. The result is 1 (inhibitor). (3) The drug is CC(=O)Oc1c(S(=O)(=O)c2ccc(C)cc2)c(C)nn1C(C)(C)C. The result is 1 (inhibitor). (4) The molecule is COc1cc2c3cc1Oc1c(OC)c(OC)cc4c1[C@@H](Cc1ccc(O)c(c1)Oc1ccc(cc1)C[C@@H]3N(C)CC2)CN(C)C4. The result is 0 (non-inhibitor). (5) The molecule is CCCC(=O)NCCc1c2n(c3ccc(OC)cc13)CCCc1ccccc1-2. The result is 1 (inhibitor).